From a dataset of TCR-epitope binding with 47,182 pairs between 192 epitopes and 23,139 TCRs. Binary Classification. Given a T-cell receptor sequence (or CDR3 region) and an epitope sequence, predict whether binding occurs between them. (1) The epitope is TLIGDCATV. The TCR CDR3 sequence is CATLAGNEQYF. Result: 1 (the TCR binds to the epitope). (2) The TCR CDR3 sequence is CASSQLGQGNTGELFF. The epitope is VTEHDTLLY. Result: 1 (the TCR binds to the epitope). (3) The epitope is VTEHDTLLY. The TCR CDR3 sequence is CASSQDFLQTFNQPQHF. Result: 1 (the TCR binds to the epitope). (4) The epitope is NEGVKAAW. The TCR CDR3 sequence is CSVELAGQGWSDTQYF. Result: 0 (the TCR does not bind to the epitope). (5) The TCR CDR3 sequence is CASSTYSIDTQYF. Result: 0 (the TCR does not bind to the epitope). The epitope is FLYNLLTRV. (6) The epitope is KLVALGINAV. The TCR CDR3 sequence is CASSLDRDSNYGYTF. Result: 0 (the TCR does not bind to the epitope).